This data is from Reaction yield outcomes from USPTO patents with 853,638 reactions. The task is: Predict the reaction yield, written as a fraction of the theoretical maximum amount of product (1.0 means a 100% yield; for example, 0.34 means a 34% yield). (1) The reactants are [NH2:1][C:2]1[C:3]([C:12]([OH:14])=[O:13])=[CH:4][C:5]2[O:10][CH2:9][CH2:8][O:7][C:6]=2[CH:11]=1.[CH:15](=O)[CH:16]([CH3:18])[CH3:17].C(O)(=O)C.C(O[BH-](OC(=O)C)OC(=O)C)(=O)C.[Na+]. The catalyst is ClCCCl.C(Cl)Cl. The product is [CH2:15]([NH:1][C:2]1[C:3]([C:12]([OH:14])=[O:13])=[CH:4][C:5]2[O:10][CH2:9][CH2:8][O:7][C:6]=2[CH:11]=1)[CH:16]([CH3:18])[CH3:17]. The yield is 1.00. (2) The reactants are CN(C=O)C.Br[C:7]1[CH:12]=[CH:11][C:10]([Cl:13])=[CH:9][C:8]=1[N+:14]([O-:16])=[O:15].[C:17]1([OH:23])[CH:22]=[CH:21][CH:20]=[CH:19][CH:18]=1.C([O-])([O-])=O.[Na+].[Na+]. The catalyst is O. The product is [Cl:13][C:10]1[CH:11]=[CH:12][C:7]([O:23][C:17]2[CH:22]=[CH:21][CH:20]=[CH:19][CH:18]=2)=[C:8]([N+:14]([O-:16])=[O:15])[CH:9]=1. The yield is 0.740. (3) The reactants are [Cl:1][C:2]1[C:7]([OH:8])=[CH:6][CH:5]=[CH:4][N:3]=1.[C:9]([O-])(O)=[O:10].[Na+].C=O.Cl. The catalyst is O. The product is [Cl:1][C:2]1[C:7]([OH:8])=[CH:6][CH:5]=[C:4]([CH2:9][OH:10])[N:3]=1. The yield is 0.810. (4) The reactants are [N:1]([CH:4]([C:47]1[CH:52]=[CH:51][C:50]([O:53][CH2:54][CH2:55][CH2:56][CH2:57][CH2:58][CH2:59][CH2:60][CH2:61][CH2:62][CH2:63][CH2:64][CH2:65][O:66][CH2:67][CH2:68][CH2:69][CH2:70][CH2:71][CH2:72][CH2:73][CH2:74][CH2:75][CH2:76][CH2:77][CH2:78][CH2:79][CH2:80][CH2:81][CH2:82][CH2:83][CH2:84][CH2:85][CH2:86][CH2:87][CH3:88])=[CH:49][CH:48]=1)[C:5]1[CH:10]=[CH:9][C:8]([O:11][CH2:12][CH2:13][CH2:14][CH2:15][CH2:16][CH2:17][CH2:18][CH2:19][CH2:20][CH2:21][CH2:22][CH2:23][O:24][CH2:25][CH2:26][CH2:27][CH2:28][CH2:29][CH2:30][CH2:31][CH2:32][CH2:33][CH2:34][CH2:35][CH2:36][CH2:37][CH2:38][CH2:39][CH2:40][CH2:41][CH2:42][CH2:43][CH2:44][CH2:45][CH3:46])=[CH:7][CH:6]=1)=[N+]=[N-].C1(P(C2C=CC=CC=2)C2C=CC=CC=2)C=CC=CC=1.C(=O)([O-])O.[Na+]. The catalyst is C1(C)C=CC=CC=1.O. The product is [NH2:1][CH:4]([C:47]1[CH:48]=[CH:49][C:50]([O:53][CH2:54][CH2:55][CH2:56][CH2:57][CH2:58][CH2:59][CH2:60][CH2:61][CH2:62][CH2:63][CH2:64][CH2:65][O:66][CH2:67][CH2:68][CH2:69][CH2:70][CH2:71][CH2:72][CH2:73][CH2:74][CH2:75][CH2:76][CH2:77][CH2:78][CH2:79][CH2:80][CH2:81][CH2:82][CH2:83][CH2:84][CH2:85][CH2:86][CH2:87][CH3:88])=[CH:51][CH:52]=1)[C:5]1[CH:10]=[CH:9][C:8]([O:11][CH2:12][CH2:13][CH2:14][CH2:15][CH2:16][CH2:17][CH2:18][CH2:19][CH2:20][CH2:21][CH2:22][CH2:23][O:24][CH2:25][CH2:26][CH2:27][CH2:28][CH2:29][CH2:30][CH2:31][CH2:32][CH2:33][CH2:34][CH2:35][CH2:36][CH2:37][CH2:38][CH2:39][CH2:40][CH2:41][CH2:42][CH2:43][CH2:44][CH2:45][CH3:46])=[CH:7][CH:6]=1. The yield is 0.620. (5) The reactants are [CH3:1][CH2:2][NH:3][C:4]([CH2:6][CH2:7][CH2:8]/[CH:9]=[CH:10]\[CH2:11][C@@H:12]1[C@@H:16](/[CH:17]=[CH:18]/[C@@H:19]([OH:28])[CH2:20][CH2:21][C:22]2[CH:23]=[CH:24][CH:25]=[CH:26][CH:27]=2)[C@H:15]([OH:29])[CH2:14][C@@H:13]1[OH:30])=[O:5].C(C1C(=O)C(Cl)=C(Cl)C(=O)C=1C#N)#N.C(Cl)Cl. The catalyst is O1CCOCC1. The product is [CH3:1][CH2:2][NH:3][C:4]([CH2:6][CH2:7][CH2:8]/[CH:9]=[CH:10]\[CH2:11][C@@H:12]1[C@@H:16](/[CH:17]=[CH:18]/[C:19]([CH2:20][CH2:21][C:22]2[CH:23]=[CH:24][CH:25]=[CH:26][CH:27]=2)=[O:28])[C@H:15]([OH:29])[CH2:14][C@@H:13]1[OH:30])=[O:5]. The yield is 0.630. (6) The product is [CH3:32][C:27]([C:28]([C:2]1[CH:3]=[C:4]([CH:9]=[CH:10][C:11]=1[O:12][CH:13]1[CH2:18][CH2:17][CH2:16][CH2:15][O:14]1)[C:5]([O:7][CH3:8])=[O:6])=[CH2:29])([CH3:26])[CH3:56]. The yield is 0.990. The catalyst is O.C([O-])(=O)C.[Pd+2].C([O-])(=O)C. The reactants are Br[C:2]1[CH:3]=[C:4]([CH:9]=[CH:10][C:11]=1[O:12][CH:13]1[CH2:18][CH2:17][CH2:16][CH2:15][O:14]1)[C:5]([O:7][CH3:8])=[O:6].COC1C=CC=C(OC)[C:26]=1[C:27]1[CH:28]=[CH:29]C=C[C:32]=1P(C1CCCCC1)C1CCCCC1.P([O-])([O-])([O-])=O.[K+].[K+].[K+].[CH3:56]N(C=O)C. (7) The reactants are C([O:8][C:9]1[CH:10]=[CH:11][C:12]2[C:13]3[S:22][C:21]([CH2:23][CH2:24][CH3:25])=[N:20][C:14]=3[C:15]([NH2:19])=[N:16][C:17]=2[CH:18]=1)C1C=CC=CC=1.Br.[OH-].[Na+]. The catalyst is C(O)(=O)C. The product is [OH:8][C:9]1[CH:10]=[CH:11][C:12]2[C:13]3[S:22][C:21]([CH2:23][CH2:24][CH3:25])=[N:20][C:14]=3[C:15]([NH2:19])=[N:16][C:17]=2[CH:18]=1. The yield is 0.540. (8) The reactants are [O:1]([C:8]1[CH:9]=[C:10]([CH:12]=[CH:13][CH:14]=1)[NH2:11])[C:2]1[CH:7]=[CH:6][CH:5]=[CH:4][CH:3]=1.[F:15][C:16]([F:21])([F:20])[CH:17]1[O:19][CH2:18]1. No catalyst specified. The product is [O:1]([C:8]1[CH:9]=[C:10]([NH:11][CH2:18][CH:17]([OH:19])[C:16]([F:21])([F:20])[F:15])[CH:12]=[CH:13][CH:14]=1)[C:2]1[CH:3]=[CH:4][CH:5]=[CH:6][CH:7]=1. The yield is 0.710. (9) The reactants are [CH2:1]([O:8][C:9]1[CH:14]=[CH:13][C:12]([NH:15][C:16]2[C:25]3[C:20](=[CH:21][CH:22]=[C:23]([C:26]4OC(C=O)=[CH:28][CH:27]=4)[CH:24]=3)[N:19]=[CH:18][N:17]=2)=[CH:11][C:10]=1[C:33]([F:36])([F:35])[F:34])[C:2]1[CH:7]=[CH:6][CH:5]=[CH:4][CH:3]=1.[CH3:37][S:38]([CH2:41][CH2:42][NH2:43])(=[O:40])=[O:39].[C:44]([OH:47])(=O)[CH3:45].C([BH3-])#N.[Na+]. The catalyst is ClCCl.C(OCC)(=O)C. The product is [F:36][C:33]([F:34])([F:35])[C:10]1[CH:11]=[C:12]([NH:15][C:16]2[C:25]3[C:20](=[CH:21][CH:22]=[C:23]([C:26]4[CH:27]=[CH:28][O:47][C:44]=4[CH2:45][NH:43][CH2:42][CH2:41][S:38]([CH3:37])(=[O:40])=[O:39])[CH:24]=3)[N:19]=[CH:18][N:17]=2)[CH:13]=[CH:14][C:9]=1[O:8][CH2:1][C:2]1[CH:3]=[CH:4][CH:5]=[CH:6][CH:7]=1. The yield is 0.430. (10) The reactants are C([O:4][C:5]1[CH:14]=[C:13]2[C:8]([CH:9]=[C:10]([C:19]3[CH:24]=[CH:23][C:22]([O:25]C(=O)C)=[CH:21][CH:20]=3)[CH:11]([C:15]([F:18])([F:17])[F:16])[O:12]2)=[CH:7][CH:6]=1)(=O)C.C(O)(=O)C.O. The catalyst is CO.[OH-].[K+]. The product is [OH:25][C:22]1[CH:23]=[CH:24][C:19]([C:10]2[CH:11]([C:15]([F:18])([F:16])[F:17])[O:12][C:13]3[C:8]([CH:9]=2)=[CH:7][CH:6]=[C:5]([OH:4])[CH:14]=3)=[CH:20][CH:21]=1. The yield is 1.00.